From a dataset of Full USPTO retrosynthesis dataset with 1.9M reactions from patents (1976-2016). Predict the reactants needed to synthesize the given product. (1) Given the product [Cl:21][C:16]1[C:15]([NH:14][C:2](=[O:3])[NH:29][C:30]([CH3:37])([CH3:36])[C:31]([O:33][CH2:34][CH3:35])=[O:32])=[CH:20][CH:19]=[CH:18][N:17]=1, predict the reactants needed to synthesize it. The reactants are: Cl[C:2](OC1C=CC([N+]([O-])=O)=CC=1)=[O:3].[NH2:14][C:15]1[C:16]([Cl:21])=[N:17][CH:18]=[CH:19][CH:20]=1.N1C=CC=CC=1.Cl.[NH2:29][C:30]([CH3:37])([CH3:36])[C:31]([O:33][CH2:34][CH3:35])=[O:32].C(N(CC)C(C)C)(C)C. (2) Given the product [CH3:28][C:13]1[C:14]([CH3:27])=[C:15]([NH:20][CH2:21][CH2:22][CH2:23][CH2:24][CH2:25][OH:26])[C:16]([N+:17]([O-:19])=[O:18])=[C:11]([O:9][C:3]2[CH:8]=[CH:7][CH:6]=[CH:5][CH:4]=2)[N:12]=1, predict the reactants needed to synthesize it. The reactants are: [H-].[Na+].[C:3]1([OH:9])[CH:8]=[CH:7][CH:6]=[CH:5][CH:4]=1.Cl[C:11]1[C:16]([N+:17]([O-:19])=[O:18])=[C:15]([NH:20][CH2:21][CH2:22][CH2:23][CH2:24][CH2:25][OH:26])[C:14]([CH3:27])=[C:13]([CH3:28])[N:12]=1.O. (3) Given the product [Cl:1][C:2]1[N:12]=[CH:11][C:5]2[O:6][CH2:7][CH2:8][NH:9][C:4]=2[CH:3]=1, predict the reactants needed to synthesize it. The reactants are: [Cl:1][C:2]1[N:12]=[CH:11][C:5]2[O:6][CH2:7][C:8](=O)[NH:9][C:4]=2[CH:3]=1.ClC1C=CC(OCC(OC)=O)=C[N+]=1[O-]. (4) Given the product [Br:12][C:13]1[CH:18]=[CH:17][CH:16]=[C:15]([N:1]2[CH:5]=[CH:4][CH:3]=[N:2]2)[N:14]=1, predict the reactants needed to synthesize it. The reactants are: [NH:1]1[CH:5]=[CH:4][CH:3]=[N:2]1.CC([O-])(C)C.[K+].[Br:12][C:13]1[CH:18]=[CH:17][CH:16]=[C:15](Br)[N:14]=1.